From a dataset of Retrosynthesis with 50K atom-mapped reactions and 10 reaction types from USPTO. Predict the reactants needed to synthesize the given product. (1) Given the product CCOC(=O)c1cncc(-c2cnc(N3CCC(Oc4ccccc4C(C)CC)CC3)nn2)c1, predict the reactants needed to synthesize it. The reactants are: CCC(C)c1ccccc1OC1CCNCC1.CCOC(=O)c1cncc(-c2cnc(Br)nn2)c1. (2) Given the product COc1cc(OC)c2cnc(-c3cc(C)c(O)c(C)c3)cc2c1, predict the reactants needed to synthesize it. The reactants are: COc1cc(OC)c2cnc(-c3cc(C)c(OCc4ccccc4)c(C)c3)cc2c1.